From a dataset of Full USPTO retrosynthesis dataset with 1.9M reactions from patents (1976-2016). Predict the reactants needed to synthesize the given product. (1) Given the product [Br:23][C:24]1[CH:25]=[CH:26][C:27]([C:30]2[CH:35]=[CH:34][C:33]([N:13]3[C:12]4[CH:11]=[C:10]5[C:2]([CH3:22])([CH3:1])[C:3]6[C:8]([C:9]5=[CH:21][C:20]=4[C:19]4[C:14]3=[CH:15][CH:16]=[CH:17][CH:18]=4)=[CH:7][CH:6]=[CH:5][CH:4]=6)=[CH:32][CH:31]=2)=[CH:28][CH:29]=1, predict the reactants needed to synthesize it. The reactants are: [CH3:1][C:2]1([CH3:22])[C:10]2=[CH:11][C:12]3[NH:13][C:14]4[C:19]([C:20]=3[CH:21]=[C:9]2[C:8]2[C:3]1=[CH:4][CH:5]=[CH:6][CH:7]=2)=[CH:18][CH:17]=[CH:16][CH:15]=4.[Br:23][C:24]1[CH:29]=[CH:28][C:27]([C:30]2[CH:35]=[CH:34][C:33](Br)=[CH:32][CH:31]=2)=[CH:26][CH:25]=1.C(P(C(C)(C)C)C(C)(C)C)(C)(C)C.CC([O-])(C)C.[Na+]. (2) Given the product [CH3:28][O:27][C:6]1[CH:7]=[C:8]2[C:13](=[CH:14][C:5]=1[O:4][CH2:3][CH2:2][N:39]1[CH2:40][CH2:41][CH:36]([OH:35])[CH2:37][CH2:38]1)[N:12]=[CH:11][CH:10]=[C:9]2[O:15][C:16]1[C:17]([CH3:26])=[N:18][C:19]2[C:24]([CH:25]=1)=[CH:23][CH:22]=[CH:21][N:20]=2, predict the reactants needed to synthesize it. The reactants are: Cl[CH2:2][CH2:3][O:4][C:5]1[CH:14]=[C:13]2[C:8]([C:9]([O:15][C:16]3[C:17]([CH3:26])=[N:18][C:19]4[C:24]([CH:25]=3)=[CH:23][CH:22]=[CH:21][N:20]=4)=[CH:10][CH:11]=[N:12]2)=[CH:7][C:6]=1[O:27][CH3:28].C(=O)([O-])[O-].[K+].[K+].[OH:35][CH:36]1[CH2:41][CH2:40][NH:39][CH2:38][CH2:37]1. (3) Given the product [CH2:14]([CH:3]([CH2:1][CH3:2])[CH2:4][CH2:5][N:6]1[CH:10]=[CH:9][N:8]=[C:7]1[NH2:11])[CH3:15], predict the reactants needed to synthesize it. The reactants are: [CH2:1]([CH:3]([CH2:14][CH3:15])[CH2:4][CH2:5][N:6]1[CH:10]=[CH:9][N:8]=[C:7]1[N+:11]([O-])=O)[CH3:2].C(O)C. (4) Given the product [OH:1][CH2:2][C:3]1[CH:4]=[CH:5][C:6]([C:7]([O:9][N:18]=[C:19]([C:20]2[CH:25]=[CH:24][C:23]([CH2:26][CH:27]([CH3:29])[CH3:28])=[CH:22][CH:21]=2)[NH2:30])=[O:8])=[CH:10][CH:11]=1, predict the reactants needed to synthesize it. The reactants are: [OH:1][CH2:2][C:3]1[CH:11]=[CH:10][C:6]([C:7]([OH:9])=[O:8])=[CH:5][CH:4]=1.CN(C=O)C.O[N:18]=[C:19]([NH2:30])[C:20]1[CH:25]=[CH:24][C:23]([CH2:26][CH:27]([CH3:29])[CH3:28])=[CH:22][CH:21]=1. (5) Given the product [C:12]([O:15][C:16](=[O:17])[NH:1][C@H:2]([C:5]1[CH:10]=[CH:9][CH:8]=[CH:7][CH:6]=1)[CH2:3][OH:4])([CH3:14])([CH3:13])[CH3:11], predict the reactants needed to synthesize it. The reactants are: [NH2:1][C@H:2]([C:5]1[CH:10]=[CH:9][CH:8]=[CH:7][CH:6]=1)[CH2:3][OH:4].[CH3:11][C:12]([O:15][C:16](O[C:16]([O:15][C:12]([CH3:14])([CH3:13])[CH3:11])=[O:17])=[O:17])([CH3:14])[CH3:13]. (6) Given the product [CH3:1][C:2]1[CH:15]=[C:14]2[C:5]([NH:6][C:7]3[CH:8]=[C:9]([C:17]([O:19][CH3:20])=[O:18])[CH:10]=[CH:11][C:12]=3[C:13]2=[O:16])=[CH:4][CH:3]=1, predict the reactants needed to synthesize it. The reactants are: [CH3:1][C:2]1[CH:15]=[C:14]2[C:5]([NH:6][C:7]3[CH:8]=[C:9]([C:17]([OH:19])=[O:18])[CH:10]=[CH:11][C:12]=3[C:13]2=[O:16])=[CH:4][CH:3]=1.[CH3:20]O.